This data is from Forward reaction prediction with 1.9M reactions from USPTO patents (1976-2016). The task is: Predict the product of the given reaction. (1) The product is: [C:18]([C:16]1[CH:15]=[CH:14][C:13]2[N:9]([CH:4]3[CH2:5][CH2:6][CH2:7][CH2:8][O:3]3)[N:10]=[N:11][C:12]=2[CH:17]=1)#[CH:19]. Given the reactants N#N.[O:3]1[CH2:8][CH2:7][CH2:6][CH2:5][CH:4]1[N:9]1[C:13]2[CH:14]=[CH:15][C:16]([C:18]#[C:19][Si](C)(C)C)=[CH:17][C:12]=2[N:11]=[N:10]1.C([O-])([O-])=O.[K+].[K+], predict the reaction product. (2) Given the reactants C([O:8][C:9]1[CH:14]=[CH:13][C:12]([NH:15][C:16](=[O:28])[C:17]([NH:19][CH2:20][CH2:21][C:22]2[CH:27]=[CH:26][CH:25]=[CH:24][CH:23]=2)=[O:18])=[CH:11][C:10]=1[F:29])C1C=CC=CC=1.Br, predict the reaction product. The product is: [F:29][C:10]1[CH:11]=[C:12]([NH:15][C:16](=[O:28])[C:17]([NH:19][CH2:20][CH2:21][C:22]2[CH:23]=[CH:24][CH:25]=[CH:26][CH:27]=2)=[O:18])[CH:13]=[CH:14][C:9]=1[OH:8]. (3) Given the reactants [Cl:1][C:2]1[CH:3]=[C:4]2[C:8](=[CH:9][CH:10]=1)[NH:7][CH:6]=[C:5]2[CH2:11][CH2:12][NH:13][C:14](=[O:22])[C:15]1[CH:20]=[CH:19][CH:18]=[C:17](I)[CH:16]=1.[F:23][C:24]([F:35])([F:34])[C:25]1[CH:30]=[CH:29][CH:28]=[CH:27][C:26]=1B(O)O.C(=O)([O-])[O-].[Na+].[Na+], predict the reaction product. The product is: [Cl:1][C:2]1[CH:3]=[C:4]2[C:8](=[CH:9][CH:10]=1)[NH:7][CH:6]=[C:5]2[CH2:11][CH2:12][NH:13][C:14]([C:15]1[C:20]([C:27]2[CH:28]=[CH:29][CH:30]=[C:25]([C:24]([F:35])([F:34])[F:23])[CH:26]=2)=[CH:19][CH:18]=[CH:17][CH:16]=1)=[O:22].[Cl:1][C:2]1[CH:3]=[C:4]2[C:8](=[CH:9][CH:10]=1)[NH:7][CH:6]=[C:5]2[CH2:11][CH2:12][NH:13][C:14]([C:15]1[CH:16]=[C:17]([C:26]2[CH:27]=[CH:28][CH:29]=[CH:30][C:25]=2[C:24]([F:35])([F:34])[F:23])[CH:18]=[CH:19][CH:20]=1)=[O:22]. (4) Given the reactants [N:1]1([C:7]2[CH:16]=[CH:15][CH:14]=[C:13]3[C:8]=2[C:9]([NH2:18])=[N:10][C:11]([NH2:17])=[N:12]3)[CH2:6][CH2:5][NH:4][CH2:3][CH2:2]1.[F:19][C:20]([F:31])([F:30])[O:21][C:22]1[CH:23]=[C:24]([CH:27]=[CH:28][CH:29]=1)[CH2:25]Br, predict the reaction product. The product is: [F:19][C:20]([F:30])([F:31])[O:21][C:22]1[CH:23]=[C:24]([CH:27]=[CH:28][CH:29]=1)[CH2:25][N:4]1[CH2:5][CH2:6][N:1]([C:7]2[CH:16]=[CH:15][CH:14]=[C:13]3[C:8]=2[C:9]([NH2:18])=[N:10][C:11]([NH2:17])=[N:12]3)[CH2:2][CH2:3]1.